From a dataset of Reaction yield outcomes from USPTO patents with 853,638 reactions. Predict the reaction yield, written as a fraction of the theoretical maximum amount of product (1.0 means a 100% yield; for example, 0.34 means a 34% yield). (1) The reactants are [CH3:1][N:2]1[CH:6]=[CH:5][C:4]([C:7]([OH:9])=O)=[N:3]1.CN(C)C=O.C(Cl)(=O)C(Cl)=O.[NH2:21][C:22]1[CH:23]=[C:24]([CH:41]=[CH:42][C:43]=1[F:44])[O:25][C:26]1[CH:27]=[CH:28][C:29]2[N:30]([CH:32]=[C:33]([NH:35][C:36]([CH:38]3[CH2:40][CH2:39]3)=[O:37])[N:34]=2)[N:31]=1.C(=O)([O-])O.[Na+]. The catalyst is O1CCCC1.CN(C)C(=O)C. The product is [CH:38]1([C:36]([NH:35][C:33]2[N:34]=[C:29]3[CH:28]=[CH:27][C:26]([O:25][C:24]4[CH:41]=[CH:42][C:43]([F:44])=[C:22]([NH:21][C:7]([C:4]5[CH:5]=[CH:6][N:2]([CH3:1])[N:3]=5)=[O:9])[CH:23]=4)=[N:31][N:30]3[CH:32]=2)=[O:37])[CH2:39][CH2:40]1. The yield is 0.540. (2) The reactants are [C:1]([C:3]1[CH:4]=[C:5]([CH:34]=[C:35]([CH3:37])[CH:36]=1)[C:6]([C:8]1[N:13]([CH2:14][CH2:15][O:16]C(=O)C)[C:12](=[O:20])[N:11]([CH2:21][C:22]2[CH:27]=[CH:26][C:25]([O:28][CH3:29])=[CH:24][CH:23]=2)[C:10](=[O:30])[C:9]=1[CH:31]([CH3:33])[CH3:32])=[O:7])#[N:2].C(=O)([O-])[O-].[K+].[K+]. The catalyst is CO. The product is [OH:16][CH2:15][CH2:14][N:13]1[C:8]([C:6]([C:5]2[CH:4]=[C:3]([CH:36]=[C:35]([CH3:37])[CH:34]=2)[C:1]#[N:2])=[O:7])=[C:9]([CH:31]([CH3:33])[CH3:32])[C:10](=[O:30])[N:11]([CH2:21][C:22]2[CH:27]=[CH:26][C:25]([O:28][CH3:29])=[CH:24][CH:23]=2)[C:12]1=[O:20]. The yield is 0.940. (3) The reactants are [CH3:1][O:2][C:3]([C:5]1[S:9][C:8]2[CH:10]=[C:11]([CH:14]=[C:15](Br)Br)[CH:12]=[CH:13][C:7]=2[C:6]=1[O:18][CH2:19][C:20]([O:22][CH3:23])=[O:21])=[O:4].[NH:24]1[CH2:29][CH2:28][CH2:27][CH2:26][CH2:25]1.[OH2:30]. The catalyst is CN(C)C=O.C(OCC)(=O)C. The product is [CH3:1][O:2][C:3]([C:5]1[S:9][C:8]2[CH:10]=[C:11]([CH2:14][C:15](=[O:30])[N:24]3[CH2:29][CH2:28][CH2:27][CH2:26][CH2:25]3)[CH:12]=[CH:13][C:7]=2[C:6]=1[O:18][CH2:19][C:20]([O:22][CH3:23])=[O:21])=[O:4]. The yield is 0.450. (4) The reactants are C(Cl)(=O)C(Cl)=O.[C:7]([O:11][C:12]([N:14]1[CH2:19][CH2:18][CH2:17][C:16]([F:23])([C:20]([OH:22])=O)[CH2:15]1)=[O:13])([CH3:10])([CH3:9])[CH3:8].C(N(C(C)C)CC)(C)C.[Cl:33][C:34]1[CH:40]=[CH:39][C:37]([NH2:38])=[CH:36][CH:35]=1. The catalyst is C1COCC1.CN(C=O)C.O. The product is [Cl:33][C:34]1[CH:40]=[CH:39][C:37]([NH:38][C:20]([C:16]2([F:23])[CH2:17][CH2:18][CH2:19][N:14]([C:12]([O:11][C:7]([CH3:8])([CH3:9])[CH3:10])=[O:13])[CH2:15]2)=[O:22])=[CH:36][CH:35]=1. The yield is 0.950. (5) The reactants are C(O[C:4]([C:6]1[N:7]=[N:8][C:9]([NH:12][CH2:13][C:14]2[C:15]([C:20]3[CH:25]=[CH:24][CH:23]=[C:22]([F:26])[CH:21]=3)=[N:16][O:17][C:18]=2[CH3:19])=[CH:10][CH:11]=1)=[O:5])C.[F:27][C:28]([F:32])([F:31])[CH2:29][NH2:30]. No catalyst specified. The product is [F:27][C:28]([F:32])([F:31])[CH2:29][NH:30][C:4]([C:6]1[N:7]=[N:8][C:9]([NH:12][CH2:13][C:14]2[C:15]([C:20]3[CH:25]=[CH:24][CH:23]=[C:22]([F:26])[CH:21]=3)=[N:16][O:17][C:18]=2[CH3:19])=[CH:10][CH:11]=1)=[O:5]. The yield is 0.590.